This data is from hERG potassium channel inhibition data for cardiac toxicity prediction from Karim et al.. The task is: Regression/Classification. Given a drug SMILES string, predict its toxicity properties. Task type varies by dataset: regression for continuous values (e.g., LD50, hERG inhibition percentage) or binary classification for toxic/non-toxic outcomes (e.g., AMES mutagenicity, cardiotoxicity, hepatotoxicity). Dataset: herg_karim. (1) The compound is NC(=O)c1ccc(O[C@@H]2C[C@@H]3CC[C@H](C2)N3Cc2ccccc2)cc1. The result is 1 (blocker). (2) The drug is O[C@]1(c2ccc(F)c(F)c2)CCNC[C@@H]1c1cc(-c2c(Cl)cccc2Cl)no1. The result is 1 (blocker).